This data is from Retrosynthesis with 50K atom-mapped reactions and 10 reaction types from USPTO. The task is: Predict the reactants needed to synthesize the given product. (1) The reactants are: C1CCNC1.NC(=O)c1sc(-n2cnc3ccc(OCCCCl)cc32)nc1-c1cccc(Cl)c1. Given the product NC(=O)c1sc(-n2cnc3ccc(OCCCN4CCCC4)cc32)nc1-c1cccc(Cl)c1, predict the reactants needed to synthesize it. (2) The reactants are: Cc1ccc(B(O)O)cc1.O=C(c1ccc2[nH]c(C(=O)N3CCS(=O)(=O)CC3)cc2c1)N1CCN(C2CCCC2)CC1. Given the product Cc1ccc(-n2c(C(=O)N3CCS(=O)(=O)CC3)cc3cc(C(=O)N4CCN(C5CCCC5)CC4)ccc32)cc1, predict the reactants needed to synthesize it. (3) Given the product COC(=O)C[C@@H]1COc2cc(O[C@@H]3CCc4c(-c5nccn5C)cccc43)ccc21, predict the reactants needed to synthesize it. The reactants are: COC(=O)C[C@@H]1COc2cc(O[C@@H]3CCc4c(B5OC(C)(C)C(C)(C)O5)cccc43)ccc21.Cn1ccnc1I. (4) Given the product Oc1cccc2ccc(N3CCOCC3)nc12, predict the reactants needed to synthesize it. The reactants are: C1COCCN1.Oc1cccc2ccc(Cl)nc12. (5) Given the product O=C(CBr)N1CCOCC1, predict the reactants needed to synthesize it. The reactants are: C1COCCN1.O=C(Br)CBr. (6) Given the product CNC(=O)c1cc2c(Oc3ccc(N)c(Cl)c3)ccnc2cc1OCc1ccccc1, predict the reactants needed to synthesize it. The reactants are: CNC(=O)c1cc2c(Cl)ccnc2cc1OCc1ccccc1.Nc1ccc(O)cc1Cl. (7) Given the product Nc1ccc2c(c1)CCN(C(=O)OCc1ccccc1)CC2, predict the reactants needed to synthesize it. The reactants are: O=C(OCc1ccccc1)N1CCc2ccc([N+](=O)[O-])cc2CC1.